From a dataset of Reaction yield outcomes from USPTO patents with 853,638 reactions. Predict the reaction yield, written as a fraction of the theoretical maximum amount of product (1.0 means a 100% yield; for example, 0.34 means a 34% yield). (1) The product is [OH:23][N:22]=[C:2]([C:8]1[S:12][CH:11]=[N:10][CH:9]=1)[C:3]([O:5][CH2:6][CH3:7])=[O:4]. The reactants are O=[C:2]([C:8]1[S:12][CH:11]=[N:10][CH:9]=1)[C:3]([O:5][CH2:6][CH3:7])=[O:4].C(O)C.C([O-])(=O)C.[Na+].Cl.[NH2:22][OH:23]. The catalyst is CCCCCC.C(OCC)(=O)C. The yield is 0.940. (2) The reactants are [CH3:1][O:2][C:3]1[CH:4]=[C:5]2[C:10](=[CH:11][C:12]=1[O:13][CH3:14])[N:9]=[CH:8][CH:7]=[C:6]2[O:15][C:16]1[CH:22]=[CH:21][C:19]([NH2:20])=[C:18]([CH3:23])[C:17]=1[CH3:24].Cl[C:26](Cl)([O:28]C(=O)OC(Cl)(Cl)Cl)Cl.[CH3:37][CH:38]([OH:44])[CH2:39][CH2:40][CH2:41][CH2:42][CH3:43].C(=O)(O)[O-].[Na+]. The catalyst is C(Cl)Cl.C(N(CC)CC)C.C1(C)C=CC=CC=1. The product is [CH3:1][O:2][C:3]1[CH:4]=[C:5]2[C:10](=[CH:11][C:12]=1[O:13][CH3:14])[N:9]=[CH:8][CH:7]=[C:6]2[O:15][C:16]1[CH:22]=[CH:21][C:19]([NH:20][C:26](=[O:28])[O:44][CH:38]([CH3:37])[CH2:39][CH2:40][CH2:41][CH2:42][CH3:43])=[C:18]([CH3:23])[C:17]=1[CH3:24]. The yield is 0.650. (3) The reactants are [F:1][C:2]1[C:11]([CH2:12][C:13]2[N:17]3[N:18]=[C:19]([C:22](=O)[CH3:23])[CH:20]=[CH:21][C:16]3=[N:15][N:14]=2)=[C:10]([F:25])[CH:9]=[C:8]2[C:3]=1[CH:4]=[CH:5][CH:6]=[N:7]2.Cl.[NH2:27][OH:28].[OH-].[Na+]. The catalyst is CO. The product is [F:1][C:2]1[C:11]([CH2:12][C:13]2[N:17]3[N:18]=[C:19](/[C:22](=[N:27]/[OH:28])/[CH3:23])[CH:20]=[CH:21][C:16]3=[N:15][N:14]=2)=[C:10]([F:25])[CH:9]=[C:8]2[C:3]=1[CH:4]=[CH:5][CH:6]=[N:7]2. The yield is 0.930. (4) The yield is 1.15. The reactants are [NH2:1][C:2]1[CH:3]=[CH:4][C:5]2[N:6]([CH2:15][CH3:16])[C:7]3[C:12]([C:13]=2[CH:14]=1)=[CH:11][CH:10]=[CH:9][CH:8]=3.[C:17]([O:21][C:22]([NH:24][CH2:25][CH2:26][CH2:27][C:28](O)=[O:29])=[O:23])([CH3:20])([CH3:19])[CH3:18].CCN(C(C)C)C(C)C.CN(C(ON1N=NC2C=CC=NC1=2)=[N+](C)C)C.F[P-](F)(F)(F)(F)F. The catalyst is CN(C=O)C.O. The product is [CH2:15]([N:6]1[C:5]2[CH:4]=[CH:3][C:2]([NH:1][C:28](=[O:29])[CH2:27][CH2:26][CH2:25][NH:24][C:22](=[O:23])[O:21][C:17]([CH3:18])([CH3:20])[CH3:19])=[CH:14][C:13]=2[C:12]2[C:7]1=[CH:8][CH:9]=[CH:10][CH:11]=2)[CH3:16]. (5) The reactants are Br[C:2]1[CH:3]=[N:4][C:5]([NH:8][C:9]2[CH:14]=[CH:13][CH:12]=[C:11]([N:15]3[CH2:20][CH2:19][N:18]([CH2:21][CH3:22])[CH2:17][CH2:16]3)[CH:10]=2)=[N:6][CH:7]=1.[CH3:23][O:24][C:25]1[CH:26]=[C:27]([CH:32]=[CH:33][C:34]=1/C=C/B1OC(C)(C)C(C)(C)O1)[C:28]([O:30][CH3:31])=[O:29].C([O-])([O-])=O.[K+].[K+].O.O1CCO[CH2:55][CH2:54]1. No catalyst specified. The product is [CH2:21]([N:18]1[CH2:19][CH2:20][N:15]([C:11]2[CH:10]=[C:9]([NH:8][C:5]3[N:4]=[CH:3][C:2](/[CH:54]=[CH:55]/[C:33]4[CH:32]=[C:27]([CH:26]=[C:25]([O:24][CH3:23])[CH:34]=4)[C:28]([O:30][CH3:31])=[O:29])=[CH:7][N:6]=3)[CH:14]=[CH:13][CH:12]=2)[CH2:16][CH2:17]1)[CH3:22]. The yield is 0.474. (6) The reactants are [N+:1]([C:4]1[CH:5]=[C:6]([NH2:10])[CH:7]=[CH:8][CH:9]=1)([O-:3])=[O:2].[N:11]([O-])=O.[Na+].[Cl:15][Sn]Cl.O. The catalyst is O.Cl. The product is [ClH:15].[N+:1]([C:4]1[CH:5]=[C:6]([NH:10][NH2:11])[CH:7]=[CH:8][CH:9]=1)([O-:3])=[O:2]. The yield is 0.730.